From a dataset of Forward reaction prediction with 1.9M reactions from USPTO patents (1976-2016). Predict the product of the given reaction. Given the reactants Br[C:2]1[CH:3]=[C:4]([NH:16][S:17]([CH3:20])(=[O:19])=[O:18])[C:5]([NH:8][CH2:9][C:10]2[CH:15]=[CH:14][CH:13]=[CH:12][CH:11]=2)=[N:6][CH:7]=1.[CH3:21][C:22]1([CH3:46])[CH2:31][CH2:30][C:29]2[N:28]=[CH:27][N:26]=[C:25]([N:32]3[CH2:38][C:37]4[CH:39]=[C:40](B(O)O)[CH:41]=[CH:42][C:36]=4[O:35][CH2:34][CH2:33]3)[C:24]=2[CH2:23]1, predict the reaction product. The product is: [CH3:21][C:22]1([CH3:46])[CH2:31][CH2:30][C:29]2[N:28]=[CH:27][N:26]=[C:25]([N:32]3[CH2:38][C:37]4[CH:39]=[C:40]([C:2]5[CH:3]=[C:4]([NH:16][S:17]([CH3:20])(=[O:19])=[O:18])[C:5]([NH:8][CH2:9][C:10]6[CH:15]=[CH:14][CH:13]=[CH:12][CH:11]=6)=[N:6][CH:7]=5)[CH:41]=[CH:42][C:36]=4[O:35][CH2:34][CH2:33]3)[C:24]=2[CH2:23]1.